Dataset: Full USPTO retrosynthesis dataset with 1.9M reactions from patents (1976-2016). Task: Predict the reactants needed to synthesize the given product. (1) Given the product [CH2:37]([O:36][C:34]([N:31]([CH2:30][C:15]1[CH:16]=[C:17]([NH:20][C:21](=[O:29])[C:22]2[CH:27]=[CH:26][C:25]([Cl:28])=[CH:24][CH:23]=2)[CH:18]=[CH:19][C:14]=1[C:8]1[C:9]([O:12][CH3:13])=[CH:10][CH:11]=[C:6]([CH2:5][C:4]([OH:44])=[O:3])[CH:7]=1)[CH2:32][CH3:33])=[O:35])[C:38]1[CH:39]=[CH:40][CH:41]=[CH:42][CH:43]=1, predict the reactants needed to synthesize it. The reactants are: C([O:3][C:4](=[O:44])[CH2:5][C:6]1[CH:7]=[C:8]([C:14]2[CH:19]=[CH:18][C:17]([NH:20][C:21](=[O:29])[C:22]3[CH:27]=[CH:26][C:25]([Cl:28])=[CH:24][CH:23]=3)=[CH:16][C:15]=2[CH2:30][N:31]([C:34]([O:36][CH2:37][C:38]2[CH:43]=[CH:42][CH:41]=[CH:40][CH:39]=2)=[O:35])[CH2:32][CH3:33])[C:9]([O:12][CH3:13])=[CH:10][CH:11]=1)C.[OH-].[Li+]. (2) Given the product [C:1]([C:5]1[CH:28]=[CH:27][C:8]([CH2:9][O:10][C:11]2[C:20]3[C:19]([CH3:21])([CH3:22])[CH2:18][CH2:17][C:16]([CH3:24])([CH3:23])[C:15]=3[CH:14]=[C:13]([CH:25]([OH:26])[C:29]#[CH:30])[CH:12]=2)=[CH:7][CH:6]=1)([CH3:2])([CH3:3])[CH3:4], predict the reactants needed to synthesize it. The reactants are: [C:1]([C:5]1[CH:28]=[CH:27][C:8]([CH2:9][O:10][C:11]2[C:20]3[C:19]([CH3:22])([CH3:21])[CH2:18][CH2:17][C:16]([CH3:24])([CH3:23])[C:15]=3[CH:14]=[C:13]([CH:25]=[O:26])[CH:12]=2)=[CH:7][CH:6]=1)([CH3:4])([CH3:3])[CH3:2].[C:29]([Mg]Br)#[CH:30]. (3) Given the product [F:1][C:2]1[CH:7]=[CH:6][C:5]([CH2:8][CH2:9][C@H:10]2[O:14][C@@H:13]([N:15]3[CH:23]=[N:22][C:21]4[C:16]3=[N:17][CH:18]=[N:19][C:20]=4[NH:24][CH:25]3[CH2:29][CH2:28][O:27][CH2:26]3)[C@H:12]([OH:30])[C@@H:11]2[OH:31])=[CH:4][CH:3]=1, predict the reactants needed to synthesize it. The reactants are: [F:1][C:2]1[CH:7]=[CH:6][C:5]([CH:8]=[CH:9][C@H:10]2[O:14][C@@H:13]([N:15]3[CH:23]=[N:22][C:21]4[C:16]3=[N:17][CH:18]=[N:19][C:20]=4[NH:24][CH:25]3[CH2:29][CH2:28][O:27][CH2:26]3)[C@H:12]([OH:30])[C@@H:11]2[OH:31])=[CH:4][CH:3]=1. (4) The reactants are: [CH2:1]([N:8]1[C:15](=[O:16])[C@:14]2([F:17])[C@@H:10]([CH2:11][N:12](CC3C=CC=CC=3)[CH2:13]2)[C:9]1=[O:25])[C:2]1[CH:7]=[CH:6][CH:5]=[CH:4][CH:3]=1.[CH3:38][C:37]([O:36][C:34](O[C:34]([O:36][C:37]([CH3:40])([CH3:39])[CH3:38])=[O:35])=[O:35])([CH3:40])[CH3:39]. Given the product [CH2:1]([N:8]1[C:15](=[O:16])[C@:14]2([F:17])[CH2:13][N:12]([C:34]([O:36][C:37]([CH3:38])([CH3:39])[CH3:40])=[O:35])[CH2:11][C@@H:10]2[C:9]1=[O:25])[C:2]1[CH:3]=[CH:4][CH:5]=[CH:6][CH:7]=1, predict the reactants needed to synthesize it. (5) Given the product [N+:1]([O:4][CH2:5][CH2:6][CH2:7][CH2:8][O:9][C:10]1[CH:11]=[C:12]([CH:16]=[CH:17][CH:18]=1)[C:13]([O:15][C:35]1[CH:36]=[CH:37][C:38]([C:41]2[S:45][S:44][C:43](=[S:46])[CH:42]=2)=[CH:39][CH:40]=1)=[O:14])([O-:3])=[O:2], predict the reactants needed to synthesize it. The reactants are: [N+:1]([O:4][CH2:5][CH2:6][CH2:7][CH2:8][O:9][C:10]1[CH:11]=[C:12]([CH:16]=[CH:17][CH:18]=1)[C:13]([OH:15])=[O:14])([O-:3])=[O:2].C1CCC(N=C=NC2CCCCC2)CC1.O[C:35]1[CH:40]=[CH:39][C:38]([C:41]2[S:45][S:44][C:43](=[S:46])[CH:42]=2)=[CH:37][CH:36]=1. (6) Given the product [CH3:1][C:2]1([CH3:24])[C:11]2[N:10]=[CH:9][CH:8]=[N:7][C:6]=2[C:5](=[O:4])[CH:12]([C:13]2[CH:18]=[CH:17][CH:16]=[CH:15][C:14]=2[C:19]([F:20])([F:21])[F:22])[C:3]1=[O:23], predict the reactants needed to synthesize it. The reactants are: [CH3:1][C:2]1([CH3:24])[C:11]2[C:6](=[N:7][CH:8]=[CH:9][N:10]=2)/[C:5](=[CH:12]/[C:13]2[CH:18]=[CH:17][CH:16]=[CH:15][C:14]=2[C:19]([F:22])([F:21])[F:20])/[O:4][C:3]1=[O:23].C(N(CC)CC)C.CC(C)(O)C#N. (7) Given the product [CH2:1]([O:8][C:9]([N:11]1[CH2:12][C@H:13]([CH2:17][O:18][S:29]([CH3:28])(=[O:31])=[O:30])[C@@H:14]([O:16][S:29]([CH3:28])(=[O:31])=[O:30])[CH2:15]1)=[O:10])[C:2]1[CH:7]=[CH:6][CH:5]=[CH:4][CH:3]=1.[CH2:1]([O:8][C:9]([N:11]1[CH2:12][C@H:13]([CH2:17][O:18][S:29]([CH3:28])(=[O:31])=[O:30])[C@@H:14]([OH:16])[CH2:15]1)=[O:10])[C:2]1[CH:7]=[CH:6][CH:5]=[CH:4][CH:3]=1, predict the reactants needed to synthesize it. The reactants are: [CH2:1]([O:8][C:9]([N:11]1[CH2:15][C@H:14]([OH:16])[C@@H:13]([CH2:17][OH:18])[CH2:12]1)=[O:10])[C:2]1[CH:7]=[CH:6][CH:5]=[CH:4][CH:3]=1.N1C(C)=CC(C)=CC=1C.[CH3:28][S:29](Cl)(=[O:31])=[O:30].